Regression. Given a peptide amino acid sequence and an MHC pseudo amino acid sequence, predict their binding affinity value. This is MHC class I binding data. From a dataset of Peptide-MHC class I binding affinity with 185,985 pairs from IEDB/IMGT. (1) The peptide sequence is KRGVFVLGY. The MHC is HLA-B27:05 with pseudo-sequence HLA-B27:05. The binding affinity (normalized) is 0.755. (2) The peptide sequence is AQYKCVTIK. The MHC is HLA-A68:01 with pseudo-sequence HLA-A68:01. The binding affinity (normalized) is 0.289. (3) The peptide sequence is RLSCAASGFTF. The MHC is HLA-A26:01 with pseudo-sequence HLA-A26:01. The binding affinity (normalized) is 0.523. (4) The peptide sequence is ATFEVFLAK. The MHC is HLA-B15:17 with pseudo-sequence HLA-B15:17. The binding affinity (normalized) is 0.424. (5) The peptide sequence is FLIVSLCPTK. The MHC is HLA-A68:01 with pseudo-sequence HLA-A68:01. The binding affinity (normalized) is 0.364. (6) The peptide sequence is YTAVVPNVY. The MHC is HLA-A29:02 with pseudo-sequence HLA-A29:02. The binding affinity (normalized) is 0.638. (7) The peptide sequence is STTTCEAGV. The MHC is HLA-B39:01 with pseudo-sequence HLA-B39:01. The binding affinity (normalized) is 0.0847.